This data is from Forward reaction prediction with 1.9M reactions from USPTO patents (1976-2016). The task is: Predict the product of the given reaction. (1) Given the reactants Cl[C:2]1[CH:9]=[N:8][CH:7]=[CH:6][C:3]=1[CH:4]=[O:5].[CH3:10][S:11][C:12]1[CH:17]=[CH:16][C:15]([SH:18])=[CH:14][CH:13]=1, predict the reaction product. The product is: [CH3:10][S:11][C:12]1[CH:17]=[CH:16][C:15]([S:18][C:2]2[CH:9]=[N:8][CH:7]=[CH:6][C:3]=2[CH:4]=[O:5])=[CH:14][CH:13]=1. (2) Given the reactants Cl[C:2]1[C:3]2[CH:22]=[C:21]([Cl:23])[CH:20]=[CH:19][C:4]=2[N:5]([CH2:10][C:11]2[CH:16]=[CH:15][C:14]([O:17][CH3:18])=[CH:13][CH:12]=2)[C:6](=[O:9])[CH2:7][N:8]=1.COCCOC.C([O-])([O-])=O.[Na+].[Na+].[CH3:36][O:37][C:38]1[CH:43]=[CH:42][C:41](B(O)O)=[CH:40][CH:39]=1, predict the reaction product. The product is: [Cl:23][C:21]1[CH:20]=[CH:19][C:4]2[N:5]([CH2:10][C:11]3[CH:16]=[CH:15][C:14]([O:17][CH3:18])=[CH:13][CH:12]=3)[C:6](=[O:9])[CH2:7][N:8]=[C:2]([C:41]3[CH:42]=[CH:43][C:38]([O:37][CH3:36])=[CH:39][CH:40]=3)[C:3]=2[CH:22]=1. (3) Given the reactants [Cl:1][C:2]1[CH:15]=[CH:14][C:5]([O:6][CH2:7][CH2:8][CH2:9][C:10](OC)=O)=[CH:4][CH:3]=1.C(=O)(O)O.[NH2:20][NH:21][C:22]([NH2:24])=[NH:23], predict the reaction product. The product is: [Cl:1][C:2]1[CH:15]=[CH:14][C:5]([O:6][CH2:7][CH2:8][CH2:9][C:10]2[N:23]=[C:22]([NH2:24])[NH:21][N:20]=2)=[CH:4][CH:3]=1. (4) Given the reactants [CH3:1][N:2](C=O)C.Cl[C:7]1[C:12]([C:13]([F:16])([F:15])[F:14])=[CH:11][CH:10]=[CH:9][N:8]=1, predict the reaction product. The product is: [C:1]([C:7]1[C:12]([C:13]([F:16])([F:15])[F:14])=[CH:11][CH:10]=[CH:9][N:8]=1)#[N:2]. (5) Given the reactants [CH3:1][C:2]1[O:6][N:5]=[C:4]([C:7]2[CH:12]=[CH:11][CH:10]=[CH:9][CH:8]=2)[C:3]=1[CH2:13][O:14][C:15]1[CH:23]=[CH:22][C:18]([C:19]([OH:21])=O)=[CH:17][N:16]=1.F[B-](F)(F)F.N1(OC(N(C)C)=[N+](C)C)C2C=CC=CC=2N=N1.C([N:49]([CH2:53]C)[CH:50]([CH3:52])[CH3:51])(C)C.NC1C[CH2:60][O:59][CH2:58]C1, predict the reaction product. The product is: [CH3:53][N:49]([CH:50]1[CH2:51][CH2:60][O:59][CH2:58][CH2:52]1)[C:19](=[O:21])[C:18]1[CH:22]=[CH:23][C:15]([O:14][CH2:13][C:3]2[C:4]([C:7]3[CH:8]=[CH:9][CH:10]=[CH:11][CH:12]=3)=[N:5][O:6][C:2]=2[CH3:1])=[N:16][CH:17]=1.